Task: Predict the reactants needed to synthesize the given product.. Dataset: Full USPTO retrosynthesis dataset with 1.9M reactions from patents (1976-2016) (1) Given the product [Cl:16][C:17]1[CH:24]=[CH:23][C:22]([N+:25]([O-:27])=[O:26])=[CH:21][C:18]=1[C:19]1[C:5]2[NH:6][C:7]3[C:12](=[CH:11][CH:10]=[CH:9][CH:8]=3)[C:4]=2[CH:3]=[CH:2][N:1]=1, predict the reactants needed to synthesize it. The reactants are: [NH2:1][C@H:2](C(O)=O)[CH2:3][C:4]1[C:12]2[C:7](=[CH:8][CH:9]=[CH:10][CH:11]=2)[NH:6][CH:5]=1.[Cl:16][C:17]1[CH:24]=[CH:23][C:22]([N+:25]([O-:27])=[O:26])=[CH:21][C:18]=1[CH:19]=O.[Cr](O[Cr]([O-])(=O)=O)([O-])(=O)=O.[K+].[K+].[O-]S([O-])=O.[Na+].[Na+].[OH-].[Na+]. (2) Given the product [C:17]([O:16][C:14]([N:11]1[CH2:12][CH2:13][N:8]([C:5]2[CH:6]=[N:7][C:2]([NH:1][C:23]3[C:24](=[O:31])[N:25]([CH3:30])[CH:26]=[C:27]([Br:29])[CH:28]=3)=[CH:3][CH:4]=2)[C@H:9]([CH3:21])[CH2:10]1)=[O:15])([CH3:20])([CH3:19])[CH3:18], predict the reactants needed to synthesize it. The reactants are: [NH2:1][C:2]1[N:7]=[CH:6][C:5]([N:8]2[CH2:13][CH2:12][N:11]([C:14]([O:16][C:17]([CH3:20])([CH3:19])[CH3:18])=[O:15])[CH2:10][C@H:9]2[CH3:21])=[CH:4][CH:3]=1.Br[C:23]1[C:24](=[O:31])[N:25]([CH3:30])[CH:26]=[C:27]([Br:29])[CH:28]=1.C(=O)([O-])[O-].[Cs+].[Cs+].CC1(C)C2C(=C(P(C3C=CC=CC=3)C3C=CC=CC=3)C=CC=2)OC2C(P(C3C=CC=CC=3)C3C=CC=CC=3)=CC=CC1=2. (3) Given the product [CH2:1]([C:7]1[CH:8]=[CH:9][C:10]([CH2:13][C:14]([O:16][CH2:22][CH3:23])=[O:15])=[CH:11][CH:12]=1)[CH2:2][CH2:3][CH2:4][CH2:5][CH3:6], predict the reactants needed to synthesize it. The reactants are: [CH2:1]([C:7]1[CH:12]=[CH:11][C:10]([CH2:13][C:14]([OH:16])=[O:15])=[CH:9][CH:8]=1)[CH2:2][CH2:3][CH2:4][CH2:5][CH3:6].S(=O)(=O)(O)O.[CH2:22](O)[CH3:23]. (4) Given the product [NH2:1][C:2]1[CH:3]=[C:4]([C:5]2[O:7][C:15]3[CH:16]=[CH:17][C:18]([Br:20])=[CH:19][C:14]=3[N:13]=2)[CH:8]=[CH:9][C:10]=1[O:11][CH3:12], predict the reactants needed to synthesize it. The reactants are: [NH2:1][C:2]1[CH:3]=[C:4]([CH:8]=[CH:9][C:10]=1[O:11][CH3:12])[C:5]([OH:7])=O.[NH2:13][C:14]1[CH:19]=[C:18]([Br:20])[CH:17]=[CH:16][C:15]=1O. (5) The reactants are: [CH3:1][O:2][CH2:3][C:4](=O)[CH2:5][C:6]([O:8][CH3:9])=[O:7].[CH3:11]OC(OC)N(C)C.Cl.[C:20]1([NH:26][NH2:27])[CH:25]=[CH:24][CH:23]=[CH:22][CH:21]=1. Given the product [CH3:1][O:2][CH2:3][C:4]1[C:5]([C:6]([O:8][CH3:9])=[O:7])=[CH:11][N:26]([C:20]2[CH:25]=[CH:24][CH:23]=[CH:22][CH:21]=2)[N:27]=1, predict the reactants needed to synthesize it.